This data is from Full USPTO retrosynthesis dataset with 1.9M reactions from patents (1976-2016). The task is: Predict the reactants needed to synthesize the given product. (1) Given the product [CH2:22]([O:29][C:30]1[CH:31]=[CH:32][C:33]([C:36]2[N:40]([CH:41]3[CH2:46][CH2:45][CH2:44][CH2:43][CH2:42]3)[N:39]=[C:38]([CH:47]=[O:48])[C:37]=2[Br:49])=[CH:34][CH:35]=1)[C:23]1[CH:24]=[CH:25][CH:26]=[CH:27][CH:28]=1, predict the reactants needed to synthesize it. The reactants are: CC(O/N=C(/C(NCC=O)=O)\C1N=C(N)SC=1)(C(O)=O)C.[CH2:22]([O:29][C:30]1[CH:35]=[CH:34][C:33]([C:36]2[N:40]([CH:41]3[CH2:46][CH2:45][CH2:44][CH2:43][CH2:42]3)[N:39]=[C:38]([CH2:47][OH:48])[C:37]=2[Br:49])=[CH:32][CH:31]=1)[C:23]1[CH:28]=[CH:27][CH:26]=[CH:25][CH:24]=1. (2) Given the product [NH2:42][CH2:41][CH2:40][NH:43][C:3]([C:5]1[N:13]=[C:12]2[C:8]([N:9]=[CH:10][N:11]2[C@@H:14]2[CH2:18][C@H:17]([NH:19][C:20](=[O:26])[CH2:21][OH:22])[C@@H:16]([OH:27])[C@H:15]2[OH:28])=[C:7]([NH:29][C@H:30]([CH2:38][OH:39])[CH2:31][C:32]2[CH:37]=[CH:36][CH:35]=[CH:34][CH:33]=2)[N:6]=1)=[O:4], predict the reactants needed to synthesize it. The reactants are: CO[C:3]([C:5]1[N:13]=[C:12]2[C:8]([N:9]=[CH:10][N:11]2[C@@H:14]2[CH2:18][C@H:17]([NH:19][C:20](=[O:26])[CH2:21][O:22]C(=O)C)[C@@H:16]([OH:27])[C@H:15]2[OH:28])=[C:7]([NH:29][C@H:30]([CH2:38][OH:39])[CH2:31][C:32]2[CH:37]=[CH:36][CH:35]=[CH:34][CH:33]=2)[N:6]=1)=[O:4].[CH2:40]([NH2:43])[CH2:41][NH2:42]. (3) Given the product [CH2:4]([N:11]1[CH2:16][CH2:15][C:14]([N:19]2[CH2:20][CH2:21][NH:22][CH2:23][CH2:24]2)([CH3:17])[CH2:13][CH2:12]1)[C:5]1[CH:10]=[CH:9][CH:8]=[CH:7][CH:6]=1, predict the reactants needed to synthesize it. The reactants are: C[Mg]Cl.[CH2:4]([N:11]1[CH2:16][CH2:15][C:14]([N:19]2[CH2:24][CH2:23][NH:22][CH2:21][CH2:20]2)([C:17]#N)[CH2:13][CH2:12]1)[C:5]1[CH:10]=[CH:9][CH:8]=[CH:7][CH:6]=1.[NH4+].[Cl-]. (4) Given the product [F:1][C:2]1[C:3]([N:23]2[CH2:27][CH2:26][CH2:25][CH2:24]2)=[CH:4][C:5]2[N:14]=[CH:13][C:12]3[N:11]([CH3:15])[CH:10]=[C:9]([C:16]([OH:18])=[O:17])[C:8](=[O:21])[C:7]=3[C:6]=2[CH:22]=1, predict the reactants needed to synthesize it. The reactants are: [F:1][C:2]1[C:3]([N:23]2[CH2:27][CH2:26][CH2:25][CH2:24]2)=[CH:4][C:5]2[N:14]=[CH:13][C:12]3[N:11]([CH3:15])[CH:10]=[C:9]([C:16]([O:18]CC)=[O:17])[C:8](=[O:21])[C:7]=3[C:6]=2[CH:22]=1.[OH-].[K+].Cl. (5) Given the product [Cl:1][C:2]1[N:7]=[C:6]([NH:25][C:21]2[CH:20]=[C:19]3[C:24](=[CH:23][CH:22]=2)[NH:16][N:17]=[CH:18]3)[C:5]([F:9])=[CH:4][N:3]=1, predict the reactants needed to synthesize it. The reactants are: [Cl:1][C:2]1[N:7]=[C:6](Cl)[C:5]([F:9])=[CH:4][N:3]=1.C([O-])([O-])=O.[Na+].[Na+].[NH:16]1[C:24]2[C:19](=[CH:20][C:21]([NH2:25])=[CH:22][CH:23]=2)[CH:18]=[N:17]1. (6) Given the product [Cl-:4].[Cl:5][S:1]([N:7]([CH3:6])[CH2:8][CH2:9][NH+:10]([CH3:12])[CH3:11])(=[O:3])=[O:2], predict the reactants needed to synthesize it. The reactants are: [S:1]([Cl:5])([Cl:4])(=[O:3])=[O:2].[CH3:6][NH:7][CH2:8][CH2:9][N:10]([CH3:12])[CH3:11].